This data is from TCR-epitope binding with 47,182 pairs between 192 epitopes and 23,139 TCRs. The task is: Binary Classification. Given a T-cell receptor sequence (or CDR3 region) and an epitope sequence, predict whether binding occurs between them. (1) The epitope is YIFFASFYY. The TCR CDR3 sequence is CASSYPGRNTEAFF. Result: 1 (the TCR binds to the epitope). (2) The epitope is KLSALGINAV. The TCR CDR3 sequence is CASSQEEAQGGVTEAFF. Result: 0 (the TCR does not bind to the epitope). (3) The epitope is PKYVKQNTLKLAT. The TCR CDR3 sequence is CASSLGGEVSGQGNQPQHF. Result: 1 (the TCR binds to the epitope). (4) The epitope is GPGHKARVL. The TCR CDR3 sequence is CASSESGTGDYEQYF. Result: 0 (the TCR does not bind to the epitope). (5) The epitope is YLDAYNMMI. The TCR CDR3 sequence is CASSSASGQETQYF. Result: 1 (the TCR binds to the epitope).